Dataset: Catalyst prediction with 721,799 reactions and 888 catalyst types from USPTO. Task: Predict which catalyst facilitates the given reaction. (1) Reactant: [C:12]([O:11][C:9](O[C:9]([O:11][C:12]([CH3:15])([CH3:14])[CH3:13])=[O:10])=[O:10])([CH3:15])([CH3:14])[CH3:13].[N+:16]([C:19]1[CH:29]=[CH:28][C:22]2[CH2:23][CH2:24][NH:25][CH2:26][CH2:27][C:21]=2[CH:20]=1)([O-:18])=[O:17]. Product: [C:12]([O:11][C:9]([N:25]1[CH2:24][CH2:23][C:22]2[CH:28]=[CH:29][C:19]([N+:16]([O-:18])=[O:17])=[CH:20][C:21]=2[CH2:27][CH2:26]1)=[O:10])([CH3:13])([CH3:14])[CH3:15]. The catalyst class is: 4. (2) Reactant: C(OC(=O)[NH:7][C:8]1[CH:13]=[C:12]([CH:14]([OH:16])[CH3:15])[N:11]=[CH:10][N:9]=1)(C)(C)C.C(O)(C(F)(F)F)=O. Product: [NH2:7][C:8]1[N:9]=[CH:10][N:11]=[C:12]([CH:14]([OH:16])[CH3:15])[CH:13]=1. The catalyst class is: 2. (3) Reactant: [Br:1][C:2]1[N:6]([CH3:7])[N:5]=[CH:4][C:3]=1[C:8]1[N:9]=[C:10]([CH3:21])[N:11]([NH:13]C(=O)OC(C)(C)C)[CH:12]=1.[F:22][C:23]([F:28])([F:27])[C:24]([OH:26])=[O:25]. Product: [F:22][C:23]([F:28])([F:27])[C:24]([OH:26])=[O:25].[Br:1][C:2]1[N:6]([CH3:7])[N:5]=[CH:4][C:3]=1[C:8]1[N:9]=[C:10]([CH3:21])[N:11]([NH2:13])[CH:12]=1. The catalyst class is: 4. (4) The catalyst class is: 7. Product: [Br:1][C:2]1[CH:3]=[C:4]([CH3:17])[C:5]([C:9]2[C:10](=[O:16])[CH:11]([CH:34]([OH:35])[C:29]3[CH:30]=[CH:31][CH:32]=[CH:33][N:28]=3)[CH2:12][C:13]=2[O:14][CH3:15])=[C:6]([CH3:8])[CH:7]=1. Reactant: [Br:1][C:2]1[CH:7]=[C:6]([CH3:8])[C:5]([C:9]2[C:10](=[O:16])[CH2:11][CH2:12][C:13]=2[O:14][CH3:15])=[C:4]([CH3:17])[CH:3]=1.C[Si]([N-][Si](C)(C)C)(C)C.[Li+].[N:28]1[CH:33]=[CH:32][CH:31]=[CH:30][C:29]=1[CH:34]=[O:35]. (5) Product: [Br:29][C:25]1[C:26]([F:28])=[CH:27][C:22]([CH2:21][N:3]2[C@@H:2]([CH3:1])[CH2:7][CH2:6][CH:5]([C:8]3[CH:9]=[CH:10][CH:11]=[CH:12][CH:13]=3)[S:4]2(=[O:15])=[O:14])=[C:23]([F:30])[CH:24]=1. Reactant: [CH3:1][C@H:2]1[CH2:7][CH2:6][CH:5]([C:8]2[CH:13]=[CH:12][CH:11]=[CH:10][CH:9]=2)[S:4](=[O:15])(=[O:14])[NH:3]1.CS(O[CH2:21][C:22]1[CH:27]=[C:26]([F:28])[C:25]([Br:29])=[CH:24][C:23]=1[F:30])(=O)=O.[H-].[Na+]. The catalyst class is: 9. (6) Reactant: [ClH:1].[Cl:2][CH2:3][C:4]1[C:5]([CH3:18])=[C:6]([NH:10][C:11]([C:13]2[S:14][CH:15]=[CH:16][CH:17]=2)=[NH:12])[CH:7]=[CH:8][CH:9]=1.[CH2:19]([CH2:21][NH2:22])[OH:20]. Product: [ClH:2].[ClH:1].[OH:20][CH2:19][CH2:21][NH:22][CH2:3][C:4]1[C:5]([CH3:18])=[C:6]([NH:10][C:11]([C:13]2[S:14][CH:15]=[CH:16][CH:17]=2)=[NH:12])[CH:7]=[CH:8][CH:9]=1. The catalyst class is: 3. (7) Reactant: Br[C:2]1[CH:7]=[CH:6][C:5]([CH2:8][CH2:9][CH2:10][N:11]([CH3:13])[CH3:12])=[C:4]([Cl:14])[C:3]=1[CH3:15].C(=O)=O.CC(C)=O.[Li]CCCC.C(O[B:32]1[O:36][C:35]([CH3:38])([CH3:37])[C:34]([CH3:40])([CH3:39])[O:33]1)(C)C. Product: [Cl:14][C:4]1[C:3]([CH3:15])=[C:2]([B:32]2[O:36][C:35]([CH3:38])([CH3:37])[C:34]([CH3:40])([CH3:39])[O:33]2)[CH:7]=[CH:6][C:5]=1[CH2:8][CH2:9][CH2:10][N:11]([CH3:13])[CH3:12]. The catalyst class is: 1.